This data is from Peptide-MHC class I binding affinity with 185,985 pairs from IEDB/IMGT. The task is: Regression. Given a peptide amino acid sequence and an MHC pseudo amino acid sequence, predict their binding affinity value. This is MHC class I binding data. (1) The peptide sequence is EKAAWGVAL. The MHC is HLA-B57:01 with pseudo-sequence HLA-B57:01. The binding affinity (normalized) is 0.0847. (2) The MHC is HLA-A02:01 with pseudo-sequence HLA-A02:01. The binding affinity (normalized) is 0. The peptide sequence is LYQLLEAVY.